Dataset: Forward reaction prediction with 1.9M reactions from USPTO patents (1976-2016). Task: Predict the product of the given reaction. Given the reactants C(N(CC)CC)C.Cl.[NH2:9][C@@H:10]1[CH2:16][CH2:15][CH2:14][CH2:13][NH:12][C:11]1=[O:17].O.ON1C2C=CC=CC=2N=N1.[C:29]([O:33][C:34]([N:36]([CH3:53])[C@H:37]([CH2:44][C:45]1[CH:50]=[CH:49][C:48]([Cl:51])=[C:47]([Cl:52])[CH:46]=1)[C@H:38]([OH:43])[CH2:39][C:40](O)=[O:41])=[O:35])([CH3:32])([CH3:31])[CH3:30].C1(N=C=NC2CCCCC2)CCCCC1.C(=O)([O-])O.[K+].C(=O)=O, predict the reaction product. The product is: [C:29]([O:33][C:34](=[O:35])[N:36]([C@H:37]([CH2:44][C:45]1[CH:50]=[CH:49][C:48]([Cl:51])=[C:47]([Cl:52])[CH:46]=1)[C@H:38]([OH:43])[CH2:39][C:40](=[O:41])[NH:9][C@@H:10]1[CH2:16][CH2:15][CH2:14][CH2:13][NH:12][C:11]1=[O:17])[CH3:53])([CH3:32])([CH3:30])[CH3:31].